Dataset: NCI-60 drug combinations with 297,098 pairs across 59 cell lines. Task: Regression. Given two drug SMILES strings and cell line genomic features, predict the synergy score measuring deviation from expected non-interaction effect. Drug 1: CN(CCCl)CCCl.Cl. Drug 2: CC1C(C(CC(O1)OC2CC(CC3=C2C(=C4C(=C3O)C(=O)C5=C(C4=O)C(=CC=C5)OC)O)(C(=O)CO)O)N)O.Cl. Cell line: U251. Synergy scores: CSS=48.6, Synergy_ZIP=-8.85, Synergy_Bliss=-6.92, Synergy_Loewe=-2.16, Synergy_HSA=-0.679.